Dataset: Full USPTO retrosynthesis dataset with 1.9M reactions from patents (1976-2016). Task: Predict the reactants needed to synthesize the given product. (1) Given the product [Cl:16][C:8]1[CH:7]=[N:6][N:5]([CH2:4][CH2:3][O:2][CH3:1])[C:10](=[O:11])[CH:9]=1, predict the reactants needed to synthesize it. The reactants are: [CH3:1][O:2][CH2:3][CH2:4][N:5]1[C:10](=[O:11])[CH:9]=[C:8](OC)[CH:7]=[N:6]1.P(Cl)(Cl)([Cl:16])=O. (2) Given the product [Cl:15][C:16]1[CH:21]=[CH:20][C:19]([S:22]([NH:14][CH2:13][C@H:10]2[CH2:11][CH2:12][C@@H:7]([C:1]3[CH:6]=[CH:5][CH:4]=[CH:3][CH:2]=3)[CH2:8][CH2:9]2)(=[O:24])=[O:23])=[CH:18][CH:17]=1, predict the reactants needed to synthesize it. The reactants are: [C:1]1([C@@H:7]2[CH2:12][CH2:11][C@H:10]([CH2:13][NH2:14])[CH2:9][CH2:8]2)[CH:6]=[CH:5][CH:4]=[CH:3][CH:2]=1.[Cl:15][C:16]1[CH:21]=[CH:20][C:19]([S:22](Cl)(=[O:24])=[O:23])=[CH:18][CH:17]=1.CCN(CC)CC. (3) Given the product [CH2:2]([O:4][C:5](=[O:13])[C@@H:6]([N:12]1[CH2:31][C:27]([O:26][C:25]2[CH:54]=[CH:55][CH:56]=[CH:57][C:24]=2[Cl:23])=[CH:28][C:29]1=[O:53])[CH2:7][CH:8]([CH3:11])[CH2:9][CH3:10])[CH3:3], predict the reactants needed to synthesize it. The reactants are: Cl.[CH2:2]([O:4][C:5](=[O:13])[C@@H:6]([NH2:12])[CH2:7][CH:8]([CH3:11])[CH2:9][CH3:10])[CH3:3].C(N(CC)C(C)C)(C)C.[Cl:23][C:24]1[CH:57]=[CH:56][CH:55]=[CH:54][C:25]=1[O:26][C:27]1[CH2:31]N([C@@H](CC2CCCCC2)C(NC2C=CN(CC(O)(C)C)N=2)=O)[C:29](=[O:53])[CH:28]=1.